Dataset: NCI-60 drug combinations with 297,098 pairs across 59 cell lines. Task: Regression. Given two drug SMILES strings and cell line genomic features, predict the synergy score measuring deviation from expected non-interaction effect. (1) Cell line: HCC-2998. Drug 1: CC1=C(N=C(N=C1N)C(CC(=O)N)NCC(C(=O)N)N)C(=O)NC(C(C2=CN=CN2)OC3C(C(C(C(O3)CO)O)O)OC4C(C(C(C(O4)CO)O)OC(=O)N)O)C(=O)NC(C)C(C(C)C(=O)NC(C(C)O)C(=O)NCCC5=NC(=CS5)C6=NC(=CS6)C(=O)NCCC[S+](C)C)O. Drug 2: C1CN(P(=O)(OC1)NCCCl)CCCl. Synergy scores: CSS=8.38, Synergy_ZIP=-4.26, Synergy_Bliss=-5.25, Synergy_Loewe=-15.6, Synergy_HSA=-5.76. (2) Drug 1: CC1OCC2C(O1)C(C(C(O2)OC3C4COC(=O)C4C(C5=CC6=C(C=C35)OCO6)C7=CC(=C(C(=C7)OC)O)OC)O)O. Drug 2: CC1C(C(CC(O1)OC2CC(CC3=C2C(=C4C(=C3O)C(=O)C5=CC=CC=C5C4=O)O)(C(=O)C)O)N)O. Cell line: TK-10. Synergy scores: CSS=57.8, Synergy_ZIP=-0.510, Synergy_Bliss=-0.940, Synergy_Loewe=-4.00, Synergy_HSA=3.03. (3) Drug 1: COC1=C(C=C2C(=C1)N=CN=C2NC3=CC(=C(C=C3)F)Cl)OCCCN4CCOCC4. Drug 2: CCC(=C(C1=CC=CC=C1)C2=CC=C(C=C2)OCCN(C)C)C3=CC=CC=C3.C(C(=O)O)C(CC(=O)O)(C(=O)O)O. Cell line: NCI/ADR-RES. Synergy scores: CSS=22.0, Synergy_ZIP=-0.102, Synergy_Bliss=5.49, Synergy_Loewe=1.27, Synergy_HSA=4.23. (4) Drug 2: CC1=C(C=C(C=C1)C(=O)NC2=CC(=CC(=C2)C(F)(F)F)N3C=C(N=C3)C)NC4=NC=CC(=N4)C5=CN=CC=C5. Cell line: EKVX. Synergy scores: CSS=0.607, Synergy_ZIP=1.62, Synergy_Bliss=0.446, Synergy_Loewe=-0.687, Synergy_HSA=-1.47. Drug 1: CC12CCC3C(C1CCC2=O)CC(=C)C4=CC(=O)C=CC34C.